This data is from Aqueous solubility values for 9,982 compounds from the AqSolDB database. The task is: Regression/Classification. Given a drug SMILES string, predict its absorption, distribution, metabolism, or excretion properties. Task type varies by dataset: regression for continuous measurements (e.g., permeability, clearance, half-life) or binary classification for categorical outcomes (e.g., BBB penetration, CYP inhibition). For this dataset (solubility_aqsoldb), we predict Y. The compound is [C-]#[O+].[C-]#[O+].[C-]#[O+].[C-]#[O+].[C-]#[O+].[Fe]. The Y is -3.29 log mol/L.